Dataset: NCI-60 drug combinations with 297,098 pairs across 59 cell lines. Task: Regression. Given two drug SMILES strings and cell line genomic features, predict the synergy score measuring deviation from expected non-interaction effect. (1) Drug 1: C1=C(C(=O)NC(=O)N1)N(CCCl)CCCl. Drug 2: CC(C1=C(C=CC(=C1Cl)F)Cl)OC2=C(N=CC(=C2)C3=CN(N=C3)C4CCNCC4)N. Cell line: A549. Synergy scores: CSS=42.1, Synergy_ZIP=-2.63, Synergy_Bliss=0.155, Synergy_Loewe=-5.94, Synergy_HSA=0.772. (2) Drug 1: C1C(C(OC1N2C=C(C(=O)NC2=O)F)CO)O. Drug 2: CCC1(C2=C(COC1=O)C(=O)N3CC4=CC5=C(C=CC(=C5CN(C)C)O)N=C4C3=C2)O.Cl. Cell line: NCI/ADR-RES. Synergy scores: CSS=20.3, Synergy_ZIP=-10.5, Synergy_Bliss=-1.76, Synergy_Loewe=-13.9, Synergy_HSA=-4.78. (3) Drug 1: C1=CN(C(=O)N=C1N)C2C(C(C(O2)CO)O)O.Cl. Drug 2: CN(CCCl)CCCl.Cl. Cell line: COLO 205. Synergy scores: CSS=52.6, Synergy_ZIP=-3.82, Synergy_Bliss=-5.20, Synergy_Loewe=-6.67, Synergy_HSA=-0.256. (4) Drug 1: CC(C)(C#N)C1=CC(=CC(=C1)CN2C=NC=N2)C(C)(C)C#N. Drug 2: CN(CCCl)CCCl.Cl. Cell line: MDA-MB-435. Synergy scores: CSS=2.20, Synergy_ZIP=1.56, Synergy_Bliss=5.92, Synergy_Loewe=1.02, Synergy_HSA=1.79. (5) Drug 1: C1=CC(=C2C(=C1NCCNCCO)C(=O)C3=C(C=CC(=C3C2=O)O)O)NCCNCCO. Drug 2: CC1CCC2CC(C(=CC=CC=CC(CC(C(=O)C(C(C(=CC(C(=O)CC(OC(=O)C3CCCCN3C(=O)C(=O)C1(O2)O)C(C)CC4CCC(C(C4)OC)O)C)C)O)OC)C)C)C)OC. Cell line: TK-10. Synergy scores: CSS=45.2, Synergy_ZIP=2.15, Synergy_Bliss=1.75, Synergy_Loewe=7.36, Synergy_HSA=8.80. (6) Drug 1: CCC1=CC2CC(C3=C(CN(C2)C1)C4=CC=CC=C4N3)(C5=C(C=C6C(=C5)C78CCN9C7C(C=CC9)(C(C(C8N6C)(C(=O)OC)O)OC(=O)C)CC)OC)C(=O)OC.C(C(C(=O)O)O)(C(=O)O)O. Drug 2: CCCCC(=O)OCC(=O)C1(CC(C2=C(C1)C(=C3C(=C2O)C(=O)C4=C(C3=O)C=CC=C4OC)O)OC5CC(C(C(O5)C)O)NC(=O)C(F)(F)F)O. Cell line: HOP-62. Synergy scores: CSS=9.09, Synergy_ZIP=-3.59, Synergy_Bliss=-0.716, Synergy_Loewe=-4.87, Synergy_HSA=0.0282.